This data is from Peptide-MHC class I binding affinity with 185,985 pairs from IEDB/IMGT. The task is: Regression. Given a peptide amino acid sequence and an MHC pseudo amino acid sequence, predict their binding affinity value. This is MHC class I binding data. The peptide sequence is ALRDGRLQL. The MHC is HLA-B07:02 with pseudo-sequence HLA-B07:02. The binding affinity (normalized) is 0.286.